Regression. Given two drug SMILES strings and cell line genomic features, predict the synergy score measuring deviation from expected non-interaction effect. From a dataset of NCI-60 drug combinations with 297,098 pairs across 59 cell lines. (1) Drug 1: CCCCC(=O)OCC(=O)C1(CC(C2=C(C1)C(=C3C(=C2O)C(=O)C4=C(C3=O)C=CC=C4OC)O)OC5CC(C(C(O5)C)O)NC(=O)C(F)(F)F)O. Drug 2: C(CC(=O)O)C(=O)CN.Cl. Cell line: CCRF-CEM. Synergy scores: CSS=40.8, Synergy_ZIP=-8.21, Synergy_Bliss=-6.18, Synergy_Loewe=-18.8, Synergy_HSA=-5.36. (2) Drug 1: CC1=C2C(C(=O)C3(C(CC4C(C3C(C(C2(C)C)(CC1OC(=O)C(C(C5=CC=CC=C5)NC(=O)C6=CC=CC=C6)O)O)OC(=O)C7=CC=CC=C7)(CO4)OC(=O)C)O)C)OC(=O)C. Drug 2: CC1CCC2CC(C(=CC=CC=CC(CC(C(=O)C(C(C(=CC(C(=O)CC(OC(=O)C3CCCCN3C(=O)C(=O)C1(O2)O)C(C)CC4CCC(C(C4)OC)OCCO)C)C)O)OC)C)C)C)OC. Cell line: HCT-15. Synergy scores: CSS=-1.80, Synergy_ZIP=-0.479, Synergy_Bliss=-4.32, Synergy_Loewe=-2.67, Synergy_HSA=-4.70.